This data is from Peptide-MHC class I binding affinity with 185,985 pairs from IEDB/IMGT. The task is: Regression. Given a peptide amino acid sequence and an MHC pseudo amino acid sequence, predict their binding affinity value. This is MHC class I binding data. The binding affinity (normalized) is 0.401. The MHC is HLA-B57:01 with pseudo-sequence HLA-B57:01. The peptide sequence is TAYEKLWYI.